Dataset: Catalyst prediction with 721,799 reactions and 888 catalyst types from USPTO. Task: Predict which catalyst facilitates the given reaction. (1) Reactant: [NH2:1][C:2]1[N:7]=[C:6]([C:8]2[N:12]([CH2:13][O:14][CH2:15][CH2:16][Si:17]([CH3:20])([CH3:19])[CH3:18])[C:11]([C:21]3[CH:26]=[C:25]([Cl:27])[CH:24]=[CH:23][C:22]=3[CH3:28])=[C:10]([C:29](O)=[O:30])[CH:9]=2)[C:5]([C:32]#[CH:33])=[CH:4][N:3]=1.CC[N:36](C(C)C)C(C)C.CCN=C=NCCCN(C)C.Cl.C1C=CC2N(O)N=NC=2C=1.N. Product: [NH2:1][C:2]1[N:7]=[C:6]([C:8]2[N:12]([CH2:13][O:14][CH2:15][CH2:16][Si:17]([CH3:18])([CH3:20])[CH3:19])[C:11]([C:21]3[CH:26]=[C:25]([Cl:27])[CH:24]=[CH:23][C:22]=3[CH3:28])=[C:10]([C:29]([NH2:36])=[O:30])[CH:9]=2)[C:5]([C:32]#[CH:33])=[CH:4][N:3]=1. The catalyst class is: 1. (2) Reactant: Cl.[N:2]1[CH:7]=[CH:6][CH:5]=[CH:4][C:3]=1[N:8]([CH2:32][CH2:33][C:34]([O:36][CH3:37])=[O:35])[C:9]([C:11]1[CH:31]=[CH:30][C:14]2[N:15]([CH3:29])[C:16]([CH2:18][NH:19][C:20]3[CH:25]=[CH:24][C:23]([C:26](=[NH:28])[NH2:27])=[CH:22][CH:21]=3)=[N:17][C:13]=2[CH:12]=1)=[O:10].Cl[C:39]([O:41][CH2:42][CH3:43])=[O:40]. Product: [N:2]1[CH:7]=[CH:6][CH:5]=[CH:4][C:3]=1[N:8]([CH2:32][CH2:33][C:34]([O:36][CH3:37])=[O:35])[C:9]([C:11]1[CH:31]=[CH:30][C:14]2[N:15]([CH3:29])[C:16]([CH2:18][NH:19][C:20]3[CH:25]=[CH:24][C:23]([C:26](=[NH:27])[NH:28][C:39]([O:41][CH2:42][CH3:43])=[O:40])=[CH:22][CH:21]=3)=[N:17][C:13]=2[CH:12]=1)=[O:10]. The catalyst class is: 98. (3) Reactant: Cl[C:2]1[C:3]([C:14]([O:16][CH3:17])=[O:15])=[N:4][C:5]([C:8]2[CH:13]=[CH:12][CH:11]=[CH:10][CH:9]=2)=[CH:6][N:7]=1.[CH3:18][NH2:19].CO. Product: [CH3:18][NH:19][C:2]1[C:3]([C:14]([O:16][CH3:17])=[O:15])=[N:4][C:5]([C:8]2[CH:13]=[CH:12][CH:11]=[CH:10][CH:9]=2)=[CH:6][N:7]=1. The catalyst class is: 54. (4) Reactant: [CH:1]([O:6][CH3:7])([O:4][CH3:5])OC.CC1(C)C2(CS(O)(=O)=O)C(CC1CC2)=O.C([C:25]1[CH:30]=[CH:29][C:28]([C:31]#[C:32][C:33]2[CH:43]=[CH:42][C:36]([C:37]([O:39][CH2:40][CH3:41])=[O:38])=[CH:35][CH:34]=2)=[CH:27][CH:26]=1)=O.C(=O)([O-])O.[Na+]. Product: [CH3:7][O:6][CH:1]([O:4][CH3:5])[C:25]1[CH:26]=[CH:27][C:28]([C:31]#[C:32][C:33]2[CH:34]=[CH:35][C:36]([C:37]([O:39][CH2:40][CH3:41])=[O:38])=[CH:42][CH:43]=2)=[CH:29][CH:30]=1. The catalyst class is: 147. (5) Reactant: [Cl:1][C:2]1[C:7]([C:8]2[CH:13]=[CH:12][CH:11]=[CH:10][CH:9]=2)=[N:6][N:5]=[C:4]2[N:14]([CH2:24][C:25]([OH:27])=O)[N:15]=[C:16]([C:17]3[CH:22]=[CH:21][C:20]([F:23])=[CH:19][CH:18]=3)[C:3]=12.[NH:28]1[CH2:33][CH2:32][O:31][CH2:30][CH2:29]1.C(N(C(C)C)CC)(C)C.F[P-](F)(F)(F)(F)F.N1(OC(N(C)C)=[N+](C)C)C2N=CC=CC=2N=N1. Product: [Cl:1][C:2]1[C:7]([C:8]2[CH:13]=[CH:12][CH:11]=[CH:10][CH:9]=2)=[N:6][N:5]=[C:4]2[N:14]([CH2:24][C:25]([N:28]3[CH2:33][CH2:32][O:31][CH2:30][CH2:29]3)=[O:27])[N:15]=[C:16]([C:17]3[CH:22]=[CH:21][C:20]([F:23])=[CH:19][CH:18]=3)[C:3]=12. The catalyst class is: 2. (6) Reactant: [N:1]1([CH2:8][CH2:9][CH2:10][O:11][C:12]2[CH:17]=[CH:16][C:15]([CH2:18][CH2:19][OH:20])=[CH:14][CH:13]=2)[CH2:7][CH2:6][CH2:5][CH2:4][CH2:3][CH2:2]1.CCN(C(C)C)C(C)C.[S:30](Cl)([CH3:33])(=[O:32])=[O:31].C(=O)([O-])O.[Na+]. Product: [CH3:33][S:30]([O:20][CH2:19][CH2:18][C:15]1[CH:14]=[CH:13][C:12]([O:11][CH2:10][CH2:9][CH2:8][N:1]2[CH2:7][CH2:6][CH2:5][CH2:4][CH2:3][CH2:2]2)=[CH:17][CH:16]=1)(=[O:32])=[O:31]. The catalyst class is: 2. (7) Reactant: Br[C:2]1[C:10]2[C:9]([NH:11][CH:12]3[CH2:17][CH2:16][CH:15]([N:18]([CH3:20])[CH3:19])[CH2:14][CH2:13]3)=[N:8][CH:7]=[N:6][C:5]=2[S:4][C:3]=1[CH2:21][CH3:22].C([Sn](CCCC)(CCCC)[C:28]1[CH:33]=[CH:32][CH:31]=[CH:30][N:29]=1)CCC. Product: [CH2:21]([C:3]1[S:4][C:5]2[N:6]=[CH:7][N:8]=[C:9]([NH:11][CH:12]3[CH2:17][CH2:16][CH:15]([N:18]([CH3:20])[CH3:19])[CH2:14][CH2:13]3)[C:10]=2[C:2]=1[C:28]1[CH:33]=[CH:32][CH:31]=[CH:30][N:29]=1)[CH3:22]. The catalyst class is: 117.